From a dataset of Full USPTO retrosynthesis dataset with 1.9M reactions from patents (1976-2016). Predict the reactants needed to synthesize the given product. (1) Given the product [NH2:10][CH2:11][CH2:12][CH2:13][NH:14][C:15]([C:17]1[CH:18]=[C:19]([C:24]2[CH:29]=[CH:28][C:27]([C:30]3[CH:35]=[CH:34][CH:33]=[CH:32][CH:31]=3)=[CH:26][CH:25]=2)[C:20]([Cl:23])=[CH:21][CH:22]=1)=[O:16], predict the reactants needed to synthesize it. The reactants are: C(Cl)Cl.C(OC(=O)[NH:10][CH2:11][CH2:12][CH2:13][NH:14][C:15]([C:17]1[CH:18]=[C:19]([C:24]2[CH:29]=[CH:28][C:27]([C:30]3[CH:35]=[CH:34][CH:33]=[CH:32][CH:31]=3)=[CH:26][CH:25]=2)[C:20]([Cl:23])=[CH:21][CH:22]=1)=[O:16])(C)(C)C.FC(F)(F)C(O)=O. (2) Given the product [NH2:18][C:14]1[CH:13]=[C:12]2[C:17](=[CH:16][CH:15]=1)[N:9]([C:1](=[O:8])[C:2]1[CH:7]=[CH:6][CH:5]=[CH:4][CH:3]=1)[C:10]([C:21]([O:23][CH2:24][CH3:25])=[O:22])=[CH:11]2, predict the reactants needed to synthesize it. The reactants are: [C:1]([N:9]1[C:17]2[C:12](=[CH:13][C:14]([N+:18]([O-])=O)=[CH:15][CH:16]=2)[CH:11]=[C:10]1[C:21]([O:23][CH2:24][CH3:25])=[O:22])(=[O:8])[C:2]1[CH:7]=[CH:6][CH:5]=[CH:4][CH:3]=1. (3) The reactants are: [C:1]([C:4]1[CH:5]=[C:6]([N:15]2[CH2:20][CH2:19][O:18][CH2:17][CH2:16]2)[CH:7]=[C:8]([O:13][CH3:14])[C:9]=1[N+:10]([O-])=O)([CH3:3])=[CH2:2]. Given the product [CH:1]([C:4]1[CH:5]=[C:6]([N:15]2[CH2:20][CH2:19][O:18][CH2:17][CH2:16]2)[CH:7]=[C:8]([O:13][CH3:14])[C:9]=1[NH2:10])([CH3:3])[CH3:2], predict the reactants needed to synthesize it. (4) The reactants are: [C:1]([O:5][C:6]([NH:8][C:9]1([C:24](O)=[O:25])[CH2:14][CH2:13][N:12]([C:15]2[C:16]3[CH:23]=[CH:22][NH:21][C:17]=3[N:18]=[CH:19][N:20]=2)[CH2:11][CH2:10]1)=[O:7])([CH3:4])([CH3:3])[CH3:2].C(N(CC)C(C)C)(C)C.[NH2:36][CH:37]([C:44]1[CH:49]=[CH:48][C:47]([Cl:50])=[CH:46][CH:45]=1)[CH2:38][CH2:39][NH:40][C:41]([NH2:43])=[O:42]. Given the product [Cl:50][C:47]1[CH:48]=[CH:49][C:44]([CH:37]([NH:36][C:24]([C:9]2([NH:8][C:6](=[O:7])[O:5][C:1]([CH3:3])([CH3:4])[CH3:2])[CH2:14][CH2:13][N:12]([C:15]3[C:16]4[CH:23]=[CH:22][NH:21][C:17]=4[N:18]=[CH:19][N:20]=3)[CH2:11][CH2:10]2)=[O:25])[CH2:38][CH2:39][NH:40][C:41]([NH2:43])=[O:42])=[CH:45][CH:46]=1, predict the reactants needed to synthesize it. (5) Given the product [C:1]([CH:3]=[C:15]1[CH2:20][CH2:19][N:18]([C:21]([O:23][C:24]([CH3:27])([CH3:26])[CH3:25])=[O:22])[CH:17]([C:28]2[CH:33]=[CH:32][CH:31]=[CH:30][CH:29]=2)[CH2:16]1)#[N:2], predict the reactants needed to synthesize it. The reactants are: [C:1]([CH2:3]P(=O)(OCC)OCC)#[N:2].[H-].[Na+].O=[C:15]1[CH2:20][CH2:19][N:18]([C:21]([O:23][C:24]([CH3:27])([CH3:26])[CH3:25])=[O:22])[CH:17]([C:28]2[CH:33]=[CH:32][CH:31]=[CH:30][CH:29]=2)[CH2:16]1.